Dataset: Full USPTO retrosynthesis dataset with 1.9M reactions from patents (1976-2016). Task: Predict the reactants needed to synthesize the given product. (1) The reactants are: C([O:4][C@H:5]1[CH2:9][CH2:8][N:7]([C:10]2[N:15]=[CH:14][C:13]([N:16]3[CH:21]=[CH:20][C:19]([O:22][CH2:23][C:24]4[CH:29]=[CH:28][C:27]([Cl:30])=[CH:26][CH:25]=4)=[CH:18][C:17]3=[O:31])=[CH:12][CH:11]=2)[CH2:6]1)(=O)C.C([O-])([O-])=O.[K+].[K+]. Given the product [Cl:30][C:27]1[CH:26]=[CH:25][C:24]([CH2:23][O:22][C:19]2[CH:20]=[CH:21][N:16]([C:13]3[CH:14]=[N:15][C:10]([N:7]4[CH2:8][CH2:9][C@H:5]([OH:4])[CH2:6]4)=[CH:11][CH:12]=3)[C:17](=[O:31])[CH:18]=2)=[CH:29][CH:28]=1, predict the reactants needed to synthesize it. (2) The reactants are: [NH2:1][C:2]1[CH:7]=[CH:6][C:5]([OH:8])=[CH:4][CH:3]=1.Cl[C:10]1[CH:15]=[CH:14][N:13]=[C:12]([CH3:16])[CH:11]=1.CC(C)([O-])C.[K+].O. Given the product [CH3:16][C:12]1[CH:11]=[C:10]([O:8][C:5]2[CH:6]=[CH:7][C:2]([NH2:1])=[CH:3][CH:4]=2)[CH:15]=[CH:14][N:13]=1, predict the reactants needed to synthesize it.